From a dataset of Reaction yield outcomes from USPTO patents with 853,638 reactions. Predict the reaction yield, written as a fraction of the theoretical maximum amount of product (1.0 means a 100% yield; for example, 0.34 means a 34% yield). (1) The reactants are [NH2:1][C:2]1[C:11]2[C:6](=[C:7](Br)[CH:8]=[CH:9][CH:10]=2)[N:5]=[N:4][C:3]=1[C:13]([NH:15][CH:16]1[CH2:18][CH2:17]1)=[O:14].[CH3:19][C:20]1[CH:25]=[CH:24][N:23]=[CH:22][C:21]=1B(O)O. No catalyst specified. The product is [NH2:1][C:2]1[C:11]2[C:6](=[C:7]([C:21]3[CH:22]=[N:23][CH:24]=[CH:25][C:20]=3[CH3:19])[CH:8]=[CH:9][CH:10]=2)[N:5]=[N:4][C:3]=1[C:13]([NH:15][CH:16]1[CH2:18][CH2:17]1)=[O:14]. The yield is 0.640. (2) The reactants are [CH2:1]([O:3][C:4]([CH:6]1[C:11](=[O:12])[CH2:10][CH2:9][N:8]([C:13]([O:15][C:16]([CH3:19])([CH3:18])[CH3:17])=[O:14])[CH2:7]1)=[O:5])[CH3:2].CCN(C(C)C)C(C)C.[O:29](S(C(F)(F)F)(=O)=O)[S:30]([C:33]([F:36])([F:35])[F:34])(=O)=[O:31].C([O-])([O-])=O.[Na+].[Na+]. The catalyst is C(Cl)Cl. The product is [CH2:1]([O:3][C:4]([C:6]1[CH2:7][N:8]([C:13]([O:15][C:16]([CH3:18])([CH3:17])[CH3:19])=[O:14])[CH2:9][CH2:10][C:11]=1[O:12][S:30]([C:33]([F:36])([F:35])[F:34])(=[O:31])=[O:29])=[O:5])[CH3:2]. The yield is 0.910. (3) The reactants are [Br:1][C:2]1[S:6][C:5]([C:7]([O:9][CH3:10])=[O:8])=[C:4]([NH:11][C:12]([NH:14]C(=O)C(Cl)(Cl)Cl)=[O:13])[CH:3]=1.N. The catalyst is CO. The product is [NH2:14][C:12]([NH:11][C:4]1[CH:3]=[C:2]([Br:1])[S:6][C:5]=1[C:7]([O:9][CH3:10])=[O:8])=[O:13]. The yield is 0.990. (4) The reactants are [NH2:1][CH:2]([CH2:6][C:7]1[CH:12]=[CH:11][CH:10]=[C:9]([Br:13])[CH:8]=1)[C:3]([OH:5])=[O:4].C([O-])(O)=O.[Na+].O.Cl[C:21](=[O:27])[C:22]([O:24][CH2:25][CH3:26])=[O:23]. The catalyst is C1COCC1. The product is [Br:13][C:9]1[CH:8]=[C:7]([CH2:6][CH:2]([NH:1][C:21](=[O:27])[C:22]([O:24][CH2:25][CH3:26])=[O:23])[C:3]([OH:5])=[O:4])[CH:12]=[CH:11][CH:10]=1. The yield is 0.330. (5) The reactants are C([Li])CCC.[F:6][C:7]([F:27])([F:26])[C:8]([CH2:14][CH:15]1[CH:20]([C:21]([OH:24])([CH3:23])[CH3:22])[CH:19]2[CH2:25][CH:16]1[CH2:17][CH2:18]2)([OH:13])[C:9]([F:12])([F:11])[F:10].[C:28](Cl)(=[O:32])[C:29]([CH3:31])=[CH2:30]. The catalyst is O1CCCC1. The product is [C:28]([O:13][C:8]([CH2:14][CH:15]1[CH:20]([C:21]([OH:24])([CH3:23])[CH3:22])[CH:19]2[CH2:25][CH:16]1[CH2:17][CH2:18]2)([C:9]([F:11])([F:10])[F:12])[C:7]([F:26])([F:27])[F:6])(=[O:32])[C:29]([CH3:31])=[CH2:30]. The yield is 0.300. (6) The reactants are [N:1]([CH2:4][C:5]1[O:6][CH:7]=[CH:8][CH:9]=1)=[C:2]=[S:3].[NH2:10][C:11]1[CH:16]=[CH:15][C:14]([OH:17])=[CH:13][CH:12]=1. No catalyst specified. The product is [O:6]1[CH:7]=[CH:8][CH:9]=[C:5]1[CH2:4][NH:1][C:2]([NH:10][C:11]1[CH:16]=[CH:15][C:14]([OH:17])=[CH:13][CH:12]=1)=[S:3]. The yield is 0.700. (7) The reactants are [CH2:1]([N:8]1[C:20]2[CH:19]=[C:18]3[C:13]([CH:14]=[CH:15][N:16]=[C:17]3C3CCCCN3C(OC(C)(C)C)=O)=[CH:12][C:11]=2[CH2:10][CH2:9]1)[C:2]1[CH:7]=[CH:6][CH:5]=[CH:4][CH:3]=1.F[C:35](F)(F)[C:36](O)=O. No catalyst specified. The product is [CH2:1]([N:8]1[C:20]2[CH:19]=[C:18]3[C:13]([CH:14]=[CH:15][N:16]=[C:17]3[CH:36]3[CH2:35][CH2:9][NH:8][CH2:1][CH2:2]3)=[CH:12][C:11]=2[CH2:10][CH2:9]1)[C:2]1[CH:7]=[CH:6][CH:5]=[CH:4][CH:3]=1. The yield is 0.540.